This data is from Catalyst prediction with 721,799 reactions and 888 catalyst types from USPTO. The task is: Predict which catalyst facilitates the given reaction. (1) Reactant: [NH2:1][CH2:2][CH:3]1[O:7][CH:6]([O:8][CH:9]([CH:49]2[CH:53]([OH:54])[CH:52]([OH:55])[CH:51]([N:56]3[CH:61]=[CH:60][C:59](=[O:62])[NH:58][C:57]3=[O:63])[O:50]2)[CH:10]([C:46]([OH:48])=[O:47])[NH:11][CH2:12][CH2:13][CH2:14][NH:15][C:16](=[O:45])[CH:17]([CH:40]([OH:44])[CH:41]([CH3:43])[CH3:42])[NH:18][C:19](=[O:39])[CH:20]([CH:32]2[CH2:37][CH2:36][NH:35][C:34](=[NH:38])[NH:33]2)[NH:21][C:22](=[O:31])[NH:23][CH:24]([CH:28]([CH3:30])[CH3:29])[C:25]([OH:27])=[O:26])[CH:5]([O:64][CH3:65])[CH:4]1[OH:66].O.[CH2:68]([OH:72])[CH2:69]CC. Product: [C:68]([NH:1][CH2:2][C@H:3]1[O:7][CH:6]([O:8][C@@H:9]([C@@H:49]2[C@@H:53]([OH:54])[C@@H:52]([OH:55])[C@H:51]([N:56]3[CH:61]=[CH:60][C:59](=[O:62])[NH:58][C:57]3=[O:63])[O:50]2)[CH:10]([C:46]([OH:48])=[O:47])[NH:11][CH2:12][CH2:13][CH2:14][NH:15][C:16](=[O:45])[CH:17]([CH:40]([OH:44])[CH:41]([CH3:42])[CH3:43])[NH:18][C:19](=[O:39])[CH:20]([CH:32]2[CH2:37][CH2:36][NH:35][C:34](=[NH:38])[NH:33]2)[NH:21][C:22](=[O:31])[NH:23][CH:24]([CH:28]([CH3:29])[CH3:30])[C:25]([OH:27])=[O:26])[C@H:5]([O:64][CH3:65])[C@H:4]1[OH:66])(=[O:72])[CH3:69]. The catalyst class is: 152. (2) Reactant: [N:1]1([CH2:7][CH:8]2[O:12][N:11]=[C:10]([CH2:13][OH:14])[CH2:9]2)[CH2:6][CH2:5][O:4][CH2:3][CH2:2]1.C(N(C(C)C)CC)(C)C.[CH3:24][S:25](Cl)(=[O:27])=[O:26].O. Product: [CH3:24][S:25]([O:14][CH2:13][C:10]1[CH2:9][CH:8]([CH2:7][N:1]2[CH2:6][CH2:5][O:4][CH2:3][CH2:2]2)[O:12][N:11]=1)(=[O:27])=[O:26]. The catalyst class is: 4. (3) Reactant: [O:1]=[C:2]1[NH:6][C:5]2([CH2:10][CH2:9][CH2:8][CH2:7]2)[N:4]=[C:3]1[C:11]1[CH:18]=[CH:17][C:14]([C:15]#[N:16])=[CH:13][CH:12]=1.[H-].[Na+].Br[CH2:22][C:23]([NH:25][C:26]1[CH:31]=[CH:30][CH:29]=[C:28]([C:32]([F:35])([F:34])[F:33])[CH:27]=1)=[O:24].O. Product: [C:15]([C:14]1[CH:13]=[CH:12][C:11]([C:3]2[C:2](=[O:1])[N:6]([CH2:22][C:23]([NH:25][C:26]3[CH:31]=[CH:30][CH:29]=[C:28]([C:32]([F:33])([F:34])[F:35])[CH:27]=3)=[O:24])[C:5]3([CH2:7][CH2:8][CH2:9][CH2:10]3)[N:4]=2)=[CH:18][CH:17]=1)#[N:16]. The catalyst class is: 9. (4) Reactant: [CH2:1]([C:3]1[C:11]([NH:12][C:13]([CH:15]2[CH2:20][CH2:19][O:18][CH2:17][CH2:16]2)=[O:14])=[C:6]2[CH:7]=[CH:8][CH:9]=[CH:10][N:5]2[N:4]=1)[CH3:2].CC(C)([O-])C.[K+].COCCOC.Br[CH2:34][CH:35]1[CH2:37][CH2:36]1. Product: [CH:35]1([CH2:34][N:12]([C:11]2[C:3]([CH2:1][CH3:2])=[N:4][N:5]3[CH:10]=[CH:9][CH:8]=[CH:7][C:6]=23)[C:13]([CH:15]2[CH2:20][CH2:19][O:18][CH2:17][CH2:16]2)=[O:14])[CH2:37][CH2:36]1. The catalyst class is: 93. (5) Reactant: COC1C=C(OC)C=CC=1C[N:6]1[C:15]2[C:14]3[CH:16]=[C:17]4[O:22][CH2:21][O:20][C:18]4=[CH:19][C:13]=3[CH2:12][CH:11]([CH3:23])[C:10]=2[C:9]([OH:24])=[C:8]([C:25]([O:27]C)=[O:26])[C:7]1=[O:29].[I-].[Li+]. Product: [OH:24][C:9]1[C:10]2[CH:11]([CH3:23])[CH2:12][C:13]3[CH:19]=[C:18]4[O:20][CH2:21][O:22][C:17]4=[CH:16][C:14]=3[C:15]=2[NH:6][C:7](=[O:29])[C:8]=1[C:25]([OH:27])=[O:26]. The catalyst class is: 25. (6) Reactant: [C:1]([CH2:3][C:4]1([N:28]2[CH:32]=[C:31]([C:33]3[C:34]4[CH:41]=[CH:40][N:39](COCC[Si](C)(C)C)[C:35]=4[N:36]=[CH:37][N:38]=3)[CH:30]=[N:29]2)[CH2:7][N:6]([CH:8]2[CH2:13][CH2:12][N:11]([C:14]([NH:16][C:17]3[CH:22]=[CH:21][C:20]([F:23])=[CH:19][C:18]=3[C:24]([F:27])([F:26])[F:25])=[O:15])[CH2:10][CH2:9]2)[CH2:5]1)#[N:2].C(N)CN. Product: [C:1]([CH2:3][C:4]1([N:28]2[CH:32]=[C:31]([C:33]3[C:34]4[CH:41]=[CH:40][NH:39][C:35]=4[N:36]=[CH:37][N:38]=3)[CH:30]=[N:29]2)[CH2:7][N:6]([CH:8]2[CH2:13][CH2:12][N:11]([C:14]([NH:16][C:17]3[CH:22]=[CH:21][C:20]([F:23])=[CH:19][C:18]=3[C:24]([F:25])([F:27])[F:26])=[O:15])[CH2:10][CH2:9]2)[CH2:5]1)#[N:2]. The catalyst class is: 617. (7) Reactant: [C:1]([O:5][C:6]([NH:8][C@H:9]1[CH2:13][CH2:12][CH2:11][C@H:10]1[O:14]C(=O)C1C=CC([N+]([O-])=O)=CC=1)=[O:7])([CH3:4])([CH3:3])[CH3:2].CO.O.C(=O)([O-])[O-].[K+].[K+]. Product: [C:1]([O:5][C:6]([NH:8][C@H:9]1[CH2:13][CH2:12][CH2:11][C@H:10]1[OH:14])=[O:7])([CH3:4])([CH3:2])[CH3:3]. The catalyst class is: 6. (8) Reactant: Cl.[I:2][C:3]1[CH:8]=[CH:7][N:6]=[C:5]([O:9][C@@H:10]2[CH2:15][CH2:14][C@@H:13]([CH3:16])[NH:12][CH2:11]2)[C:4]=1[O:17][CH3:18].[CH3:19][O:20][C:21]1[CH:29]=[CH:28][C:24]([C:25]([O-])=[O:26])=[C:23]([C:30]2[N:35]=[CH:34][CH:33]=[CH:32][N:31]=2)[N:22]=1.[K+].CCN(C(C)C)C(C)C.C(P1(=O)OP(=O)(CCC)OP(=O)(CCC)O1)CC. Product: [I:2][C:3]1[CH:8]=[CH:7][N:6]=[C:5]([O:9][C@H:10]2[CH2:11][N:12]([C:25]([C:24]3[C:23]([C:30]4[N:35]=[CH:34][CH:33]=[CH:32][N:31]=4)=[N:22][C:21]([O:20][CH3:19])=[CH:29][CH:28]=3)=[O:26])[C@H:13]([CH3:16])[CH2:14][CH2:15]2)[C:4]=1[O:17][CH3:18]. The catalyst class is: 3. (9) Product: [O:21]1[CH2:22][CH2:23][N:18]([C:2]2[N:7]=[C:6]([O:8][C:9]3[CH:13]=[CH:12][S:11][C:10]=3[C:14]([O:16][CH3:17])=[O:15])[CH:5]=[CH:4][N:3]=2)[CH2:19][CH2:20]1. The catalyst class is: 8. Reactant: Cl[C:2]1[N:7]=[C:6]([O:8][C:9]2[CH:13]=[CH:12][S:11][C:10]=2[C:14]([O:16][CH3:17])=[O:15])[CH:5]=[CH:4][N:3]=1.[NH:18]1[CH2:23][CH2:22][O:21][CH2:20][CH2:19]1.